From a dataset of Forward reaction prediction with 1.9M reactions from USPTO patents (1976-2016). Predict the product of the given reaction. (1) Given the reactants B1C2CCCC1CCC2.[CH2:10]([O:12][CH:13]([O:16][CH2:17][CH3:18])[CH:14]=[CH2:15])[CH3:11].Cl[C:20]1[CH:25]=[C:24]([C:26]2[CH:31]=[CH:30][N:29]3[CH:32]=[CH:33][N:34]=[C:28]3[CH:27]=2)[CH:23]=[CH:22][N:21]=1.P([O-])([O-])([O-])=O.[K+].[K+].[K+].COC1C=CC=C(OC)C=1C1C=CC=CC=1P(C1CCCCC1)C1CCCCC1, predict the reaction product. The product is: [CH2:10]([O:12][CH:13]([O:16][CH2:17][CH3:18])[CH2:14][CH2:15][C:22]1[CH:23]=[C:24]([C:26]2[CH:31]=[CH:30][N:29]3[CH:32]=[CH:33][N:34]=[C:28]3[CH:27]=2)[CH:25]=[CH:20][N:21]=1)[CH3:11]. (2) The product is: [Cl:54][C:55]1[CH:60]=[CH:59][CH:58]=[CH:57][C:56]=1[NH:61][C:62](=[O:63])[NH:32][C:33]1[CH:34]=[CH:35][C:36]([C:39]2[O:43][C:42]([CH:44]3[CH2:45][CH2:46][CH:47]([C:50]([O:52][CH3:53])=[O:51])[CH2:48][CH2:49]3)=[N:41][CH:40]=2)=[CH:37][CH:38]=1. Given the reactants FC(F)(F)C1C=C(NC(=O)NC2C=CC(C3SC(CCC(OC)=O)=NC=3)=CC=2)C=CC=1.[NH2:32][C:33]1[CH:38]=[CH:37][C:36]([C:39]2[O:43][C:42]([CH:44]3[CH2:49][CH2:48][CH:47]([C:50]([O:52][CH3:53])=[O:51])[CH2:46][CH2:45]3)=[N:41][CH:40]=2)=[CH:35][CH:34]=1.[Cl:54][C:55]1[CH:60]=[CH:59][CH:58]=[CH:57][C:56]=1[N:61]=[C:62]=[O:63], predict the reaction product. (3) Given the reactants C1(P([N:15]=[N+:16]=[N-:17])(C2C=CC=CC=2)=O)C=CC=CC=1.N12CCCN=C1CCCCC2.[NH2:29][C:30]([NH:32][C:33]1[NH:34][C:35]2[C:40]([C:41]=1[C:42]([NH2:44])=[O:43])=[CH:39][CH:38]=[C:37]([CH2:45]O)[CH:36]=2)=[O:31].O, predict the reaction product. The product is: [NH2:29][C:30]([NH:32][C:33]1[NH:34][C:35]2[C:40]([C:41]=1[C:42]([NH2:44])=[O:43])=[CH:39][CH:38]=[C:37]([CH2:45][N:15]=[N+:16]=[N-:17])[CH:36]=2)=[O:31].